Dataset: Ames mutagenicity test results for genotoxicity prediction. Task: Regression/Classification. Given a drug SMILES string, predict its toxicity properties. Task type varies by dataset: regression for continuous values (e.g., LD50, hERG inhibition percentage) or binary classification for toxic/non-toxic outcomes (e.g., AMES mutagenicity, cardiotoxicity, hepatotoxicity). Dataset: ames. (1) The molecule is Cc1cccnc1. The result is 0 (non-mutagenic). (2) The compound is c1ccc(-c2nc(-c3ccccc3)c(-c3ccccc3)[nH]2)cc1. The result is 1 (mutagenic).